This data is from Full USPTO retrosynthesis dataset with 1.9M reactions from patents (1976-2016). The task is: Predict the reactants needed to synthesize the given product. (1) Given the product [F:18][C:2]1([F:1])[CH2:3][CH2:4][CH:5]([C:8]2[S:9][CH:10]=[C:11]([CH2:13][OH:14])[N:12]=2)[CH2:6][CH2:7]1, predict the reactants needed to synthesize it. The reactants are: [F:1][C:2]1([F:18])[CH2:7][CH2:6][CH:5]([C:8]2[S:9][CH:10]=[C:11]([C:13](OCC)=[O:14])[N:12]=2)[CH2:4][CH2:3]1.[Li+].[BH4-].CO. (2) Given the product [CH3:1][O:2][C:3]1[CH:4]=[C:5]([NH:11][C:12]2[C:13]3[N:29]=[CH:28][S:27][C:14]=3[N:15]=[C:16]([C:18]3[CH:26]=[CH:25][C:21]([C:22]([NH2:32])=[O:23])=[CH:20][CH:19]=3)[N:17]=2)[CH:6]=[CH:7][C:8]=1[O:9][CH3:10], predict the reactants needed to synthesize it. The reactants are: [CH3:1][O:2][C:3]1[CH:4]=[C:5]([NH:11][C:12]2[C:13]3[N:29]=[CH:28][S:27][C:14]=3[N:15]=[C:16]([C:18]3[CH:26]=[CH:25][C:21]([C:22](O)=[O:23])=[CH:20][CH:19]=3)[N:17]=2)[CH:6]=[CH:7][C:8]=1[O:9][CH3:10].CC[N:32]=C=NCCCN(C)C.C1C=CC2N(O)N=NC=2C=1.CCN(CC)CC. (3) Given the product [CH2:36]([O:38][C:39](=[O:44])[CH2:40][C:41]([C@@H:8]1[CH2:9][CH2:10][N:5]([C:3]([O:2][CH3:1])=[O:4])[C@@H:6]([C:14]2[CH:19]=[CH:18][C:17]([C:20]([F:23])([F:22])[F:21])=[CH:16][CH:15]=2)[CH2:7]1)=[O:42])[CH3:37].[CH2:36]([O:38][C:39](=[O:44])[CH2:40][C:41]([C@H:8]1[CH2:9][CH2:10][N:5]([C:3]([O:2][CH3:1])=[O:4])[C@@H:6]([C:14]2[CH:15]=[CH:16][C:17]([C:20]([F:23])([F:22])[F:21])=[CH:18][CH:19]=2)[CH2:7]1)=[O:43])[CH3:37], predict the reactants needed to synthesize it. The reactants are: [CH3:1][O:2][C:3]([N:5]1[CH2:10][CH2:9][CH:8](C(O)=O)[CH2:7][CH:6]1[C:14]1[CH:19]=[CH:18][C:17]([C:20]([F:23])([F:22])[F:21])=[CH:16][CH:15]=1)=[O:4].N1(C(N2C=CN=C2)=O)C=CN=C1.[CH2:36]([O:38][C:39](=[O:44])[CH2:40][C:41]([O-:43])=[O:42])[CH3:37].[K+].[Cl-].[Mg+2].[Cl-].Cl. (4) Given the product [Br:13][C:14]1[C:19]([CH:20]=[CH:21][C:22]2[CH:23]=[CH:24][CH:25]=[CH:26][CH:27]=2)=[C:18]([CH3:28])[C:17]([C:29]#[N:30])=[C:16]2[C:15]=1[O:37][C:32]([C:33]([CH3:36])([CH3:35])[CH3:34])=[N:31]2, predict the reactants needed to synthesize it. The reactants are: O.C1(C)C=CC(S(O)(=O)=O)=CC=1.[Br:13][C:14]1[C:15](O)=[C:16]([NH:31][C:32](=[O:37])[C:33]([CH3:36])([CH3:35])[CH3:34])[C:17]([C:29]#[N:30])=[C:18]([CH3:28])[C:19]=1[CH:20]=[CH:21][C:22]1[CH:27]=[CH:26][CH:25]=[CH:24][CH:23]=1.O.C(=O)(O)[O-].[Na+]. (5) Given the product [CH3:1][C:2]1[CH:10]=[CH:9][CH:8]=[C:7]([N+:11]([O-:13])=[O:12])[C:3]=1[C:4]([NH:18][C:19]1[CH:24]=[CH:23][CH:22]=[CH:21][C:20]=1[CH3:25])=[O:6], predict the reactants needed to synthesize it. The reactants are: [CH3:1][C:2]1[CH:10]=[CH:9][CH:8]=[C:7]([N+:11]([O-:13])=[O:12])[C:3]=1[C:4]([OH:6])=O.O=S(Cl)Cl.[NH2:18][C:19]1[C:20]([CH3:25])=[CH:21][CH:22]=[CH:23][CH:24]=1.C([O-])(O)=O.[Na+].